Dataset: Reaction yield outcomes from USPTO patents with 853,638 reactions. Task: Predict the reaction yield, written as a fraction of the theoretical maximum amount of product (1.0 means a 100% yield; for example, 0.34 means a 34% yield). (1) The reactants are [Cl:1][C:2]1[N:3]=[C:4]([NH:11][C:12]2[CH:16]=[C:15]([C:17]([O:19]C)=[O:18])[NH:14][N:13]=2)[C:5]2[O:10][CH:9]=[CH:8][C:6]=2[N:7]=1.[OH-].[Na+]. The catalyst is C(O)C. The product is [Cl:1][C:2]1[N:3]=[C:4]([NH:11][C:12]2[CH:16]=[C:15]([C:17]([OH:19])=[O:18])[NH:14][N:13]=2)[C:5]2[O:10][CH:9]=[CH:8][C:6]=2[N:7]=1. The yield is 0.600. (2) The catalyst is C(#N)C. The yield is 0.120. The reactants are [Cl:1][C:2]1[CH:3]=[C:4]([CH:8]([NH:10][C:11]2[CH:16]=[C:15](F)[CH:14]=[CH:13][C:12]=2[N+:18]([O-:20])=[O:19])[CH3:9])[CH:5]=[CH:6][CH:7]=1.[N:21]1(C(OC(C)(C)C)=O)[CH2:26][CH2:25][NH:24][CH2:23][CH2:22]1.C(N(CC)C(C)C)(C)C. The product is [ClH:1].[Cl:1][C:2]1[CH:3]=[C:4]([CH:8]([NH:10][C:11]2[CH:16]=[C:15]([N:21]3[CH2:26][CH2:25][NH:24][CH2:23][CH2:22]3)[CH:14]=[CH:13][C:12]=2[N+:18]([O-:20])=[O:19])[CH3:9])[CH:5]=[CH:6][CH:7]=1. (3) The reactants are [Cl:1][C:2]1[CH:7]=[CH:6][C:5]([C@@:8]2(OC)[C@H:13]([OH:14])[C@@H:12]([OH:15])[C@H:11]([OH:16])[C@@H:10]([CH2:17][OH:18])[O:9]2)=[CH:4][C:3]=1[CH2:21][C:22]1[CH:27]=[CH:26][C:25]([O:28][CH2:29][CH3:30])=[CH:24][CH:23]=1.C([SiH](CC)CC)C.B(F)(F)F.CCOCC. The catalyst is ClCCl.C(#N)C. The product is [Cl:1][C:2]1[CH:7]=[CH:6][C:5]([C@H:8]2[C@H:13]([OH:14])[C@@H:12]([OH:15])[C@H:11]([OH:16])[C@@H:10]([CH2:17][OH:18])[O:9]2)=[CH:4][C:3]=1[CH2:21][C:22]1[CH:23]=[CH:24][C:25]([O:28][CH2:29][CH3:30])=[CH:26][CH:27]=1. The yield is 0.930. (4) The reactants are [NH2:1][C:2]1[N:7]=[C:6]([CH3:8])[N:5]=[C:4]([N:9]2[CH2:17][C:16]3[C:11](=[CH:12][CH:13]=[C:14]([C:18]([NH:20][CH2:21][C:22]4[CH:27]=[CH:26][C:25](Br)=[CH:24][C:23]=4[O:29][C:30]([F:33])([F:32])[F:31])=[O:19])[CH:15]=3)[CH2:10]2)[N:3]=1.[NH:34]1[CH2:38][CH2:37][CH2:36][CH2:35]1.C1C=CC(P(C2C(C3C(P(C4C=CC=CC=4)C4C=CC=CC=4)=CC=C4C=3C=CC=C4)=C3C(C=CC=C3)=CC=2)C2C=CC=CC=2)=CC=1.C(=O)([O-])[O-].[Cs+].[Cs+]. The catalyst is O1CCOCC1.C1C=CC(/C=C/C(/C=C/C2C=CC=CC=2)=O)=CC=1.C1C=CC(/C=C/C(/C=C/C2C=CC=CC=2)=O)=CC=1.C1C=CC(/C=C/C(/C=C/C2C=CC=CC=2)=O)=CC=1.[Pd].[Pd]. The product is [NH2:1][C:2]1[N:7]=[C:6]([CH3:8])[N:5]=[C:4]([N:9]2[CH2:17][C:16]3[C:11](=[CH:12][CH:13]=[C:14]([C:18]([NH:20][CH2:21][C:22]4[CH:27]=[CH:26][C:25]([N:34]5[CH2:38][CH2:37][CH2:36][CH2:35]5)=[CH:24][C:23]=4[O:29][C:30]([F:33])([F:32])[F:31])=[O:19])[CH:15]=3)[CH2:10]2)[N:3]=1. The yield is 0.0800. (5) The reactants are I[C:2]1[CH:3]=[C:4]([O:21][C:22]([F:25])([F:24])[F:23])[CH:5]=[C:6]2[C:11]=1[O:10][CH:9]([C:12]([F:15])([F:14])[F:13])[C:8]([C:16]([O:18][CH2:19][CH3:20])=[O:17])=[CH:7]2.[C-:26]#[N:27].[K+]. The catalyst is C1COCC1.[Cl-].[Na+].O.[Cu]I.C1C=CC([P]([Pd]([P](C2C=CC=CC=2)(C2C=CC=CC=2)C2C=CC=CC=2)([P](C2C=CC=CC=2)(C2C=CC=CC=2)C2C=CC=CC=2)[P](C2C=CC=CC=2)(C2C=CC=CC=2)C2C=CC=CC=2)(C2C=CC=CC=2)C2C=CC=CC=2)=CC=1. The product is [C:26]([C:2]1[CH:3]=[C:4]([O:21][C:22]([F:24])([F:23])[F:25])[CH:5]=[C:6]2[C:11]=1[O:10][CH:9]([C:12]([F:14])([F:15])[F:13])[C:8]([C:16]([O:18][CH2:19][CH3:20])=[O:17])=[CH:7]2)#[N:27]. The yield is 0.820. (6) The reactants are C1(P(C2C=CC=CC=2)C2C=CC=CC=2)C=CC=CC=1.CC(OC(/N=N/C(OC(C)C)=O)=O)C.[CH2:34]([O:41][C:42]1[CH:47]=[CH:46][C:45]([OH:48])=[CH:44][CH:43]=1)[C:35]1[CH:40]=[CH:39][CH:38]=[CH:37][CH:36]=1.O[CH:50]1[CH2:55][CH2:54][CH:53]([C:56]([O:58][CH2:59][CH3:60])=[O:57])[CH2:52][CH2:51]1. The catalyst is C1COCC1. The product is [CH2:34]([O:41][C:42]1[CH:43]=[CH:44][C:45]([O:48][CH:50]2[CH2:55][CH2:54][CH:53]([C:56]([O:58][CH2:59][CH3:60])=[O:57])[CH2:52][CH2:51]2)=[CH:46][CH:47]=1)[C:35]1[CH:36]=[CH:37][CH:38]=[CH:39][CH:40]=1. The yield is 0.283. (7) The reactants are [NH2:1][C@@H:2]([C:5]([OH:7])=[O:6])[CH2:3][OH:4].[CH:8](=O)[C:9]1[CH:14]=[CH:13][CH:12]=[CH:11][CH:10]=1.[BH4-].[Na+]. The catalyst is [OH-].[Na+]. The product is [CH2:8]([NH:1][C@@H:2]([C:5]([OH:7])=[O:6])[CH2:3][OH:4])[C:9]1[CH:14]=[CH:13][CH:12]=[CH:11][CH:10]=1. The yield is 0.880. (8) The reactants are [C:1]1([CH2:7][CH2:8][CH2:9][CH2:10][CH2:11][CH2:12][CH2:13][CH2:14][NH:15][C:16](=[O:47])[C:17]2[CH:22]=[C:21]([C:23]3[CH:28]=[CH:27][CH:26]=[C:25]([C:29]([F:32])([F:31])[F:30])[CH:24]=3)[C:20]([O:33][CH2:34][CH2:35]Br)=[C:19]([C:37]3[CH:42]=[CH:41][CH:40]=[C:39]([C:43]([F:46])([F:45])[F:44])[CH:38]=3)[CH:18]=2)[CH:6]=[CH:5][CH:4]=[CH:3][CH:2]=1.C([O-])([O-])=O.[K+].[K+].[OH:54][C:55]1[CH:64]=[C:63]([OH:65])[CH:62]=[CH:61][C:56]=1[C:57]([O:59][CH3:60])=[O:58]. The catalyst is CC(C)=O. The product is [CH3:60][O:59][C:57](=[O:58])[C:56]1[CH:61]=[CH:62][C:63]([O:65][CH2:35][CH2:34][O:33][C:20]2[C:21]([C:23]3[CH:28]=[CH:27][CH:26]=[C:25]([C:29]([F:32])([F:31])[F:30])[CH:24]=3)=[CH:22][C:17]([C:16](=[O:47])[NH:15][CH2:14][CH2:13][CH2:12][CH2:11][CH2:10][CH2:9][CH2:8][CH2:7][C:1]3[CH:6]=[CH:5][CH:4]=[CH:3][CH:2]=3)=[CH:18][C:19]=2[C:37]2[CH:42]=[CH:41][CH:40]=[C:39]([C:43]([F:46])([F:45])[F:44])[CH:38]=2)=[CH:64][C:55]=1[OH:54]. The yield is 0.600.